From a dataset of Peptide-MHC class I binding affinity with 185,985 pairs from IEDB/IMGT. Regression. Given a peptide amino acid sequence and an MHC pseudo amino acid sequence, predict their binding affinity value. This is MHC class I binding data. (1) The peptide sequence is AVAKYFSPL. The MHC is HLA-A30:01 with pseudo-sequence HLA-A30:01. The binding affinity (normalized) is 0.159. (2) The peptide sequence is GIDTSNNIA. The MHC is HLA-A02:06 with pseudo-sequence HLA-A02:06. The binding affinity (normalized) is 0.0634. (3) The binding affinity (normalized) is 0.0366. The peptide sequence is FMNDLQVSR. The MHC is HLA-A02:06 with pseudo-sequence HLA-A02:06. (4) The peptide sequence is HSKKKCDEL. The MHC is HLA-A33:01 with pseudo-sequence HLA-A33:01. The binding affinity (normalized) is 0. (5) The peptide sequence is YHRPLTGYM. The MHC is HLA-A26:01 with pseudo-sequence HLA-A26:01. The binding affinity (normalized) is 0.0847. (6) The peptide sequence is RVRQQVIQL. The MHC is HLA-A26:01 with pseudo-sequence HLA-A26:01. The binding affinity (normalized) is 0.0847. (7) The peptide sequence is KRWIAVPTWRI. The MHC is HLA-B27:05 with pseudo-sequence HLA-B27:05. The binding affinity (normalized) is 0.625. (8) The peptide sequence is DLVKSSFVKK. The MHC is HLA-A68:01 with pseudo-sequence HLA-A68:01. The binding affinity (normalized) is 0.350. (9) The peptide sequence is KRFYQTVGF. The MHC is HLA-A01:01 with pseudo-sequence HLA-A01:01. The binding affinity (normalized) is 0.0847.